This data is from Full USPTO retrosynthesis dataset with 1.9M reactions from patents (1976-2016). The task is: Predict the reactants needed to synthesize the given product. (1) The reactants are: [CH2:1]([N:8]1[C:13]([CH3:15])([CH3:14])[CH2:12][O:11][C:10]([CH2:17][CH2:18][OH:19])([CH3:16])[C:9]1=O)[C:2]1[CH:7]=[CH:6][CH:5]=[CH:4][CH:3]=1.CO. Given the product [CH2:1]([N:8]1[C:13]([CH3:14])([CH3:15])[CH2:12][O:11][C:10]([CH2:17][CH2:18][OH:19])([CH3:16])[CH2:9]1)[C:2]1[CH:3]=[CH:4][CH:5]=[CH:6][CH:7]=1, predict the reactants needed to synthesize it. (2) Given the product [Cl:1][C:2]1[CH:7]=[CH:6][CH:5]=[CH:4][C:3]=1[S:8]([N:11]1[CH2:16][CH2:15][CH2:14][CH:13]([C:17]([N:24]2[CH2:25][CH2:26][CH:21]([CH3:20])[CH2:22][CH2:23]2)=[O:19])[CH2:12]1)(=[O:9])=[O:10], predict the reactants needed to synthesize it. The reactants are: [Cl:1][C:2]1[CH:7]=[CH:6][CH:5]=[CH:4][C:3]=1[S:8]([N:11]1[CH2:16][CH2:15][CH2:14][CH:13]([C:17]([OH:19])=O)[CH2:12]1)(=[O:10])=[O:9].[CH3:20][CH:21]1[CH2:26][CH2:25][NH:24][CH2:23][CH2:22]1. (3) Given the product [ClH:34].[ClH:34].[ClH:34].[ClH:34].[NH2:24][C:21]1[CH:22]=[CH:23][C:18]([NH:17][CH2:16][CH:13]2[CH2:12][CH2:11][CH:10]([CH2:9][NH:8][C:7]3[CH:27]=[CH:28][C:4]([NH2:1])=[CH:5][CH:6]=3)[CH2:15][CH2:14]2)=[CH:19][CH:20]=1, predict the reactants needed to synthesize it. The reactants are: [N+:1]([C:4]1[CH:28]=[CH:27][C:7]([NH:8][CH2:9][CH:10]2[CH2:15][CH2:14][CH:13]([CH2:16][NH:17][C:18]3[CH:23]=[CH:22][C:21]([N+:24]([O-])=O)=[CH:20][CH:19]=3)[CH2:12][CH2:11]2)=[CH:6][CH:5]=1)([O-])=O.[H][H].C(O)C.[ClH:34].C(OC(C)C)(C)C. (4) Given the product [ClH:15].[Br:1][C:2]1[C:6]2=[N:7][CH:8]=[C:9]([C:11]([OH:13])=[O:12])[CH:10]=[C:5]2[NH:4][CH:3]=1, predict the reactants needed to synthesize it. The reactants are: [Br:1][C:2]1[C:6]2=[N:7][CH:8]=[C:9]([C:11]([O:13]C)=[O:12])[CH:10]=[C:5]2[NH:4][CH:3]=1.[ClH:15]. (5) Given the product [CH2:1]([O:3][C:4]1[CH2:10][C:9](=[O:11])[N:8]([CH2:17][C:18]([N:20]([CH:27]([CH3:29])[CH3:28])[C:21]2[CH:26]=[CH:25][CH:24]=[CH:23][CH:22]=2)=[O:19])[C:7]2[CH:12]=[CH:13][CH:14]=[CH:15][C:6]=2[N:5]=1)[CH3:2], predict the reactants needed to synthesize it. The reactants are: [CH2:1]([O:3][C:4]1[CH2:10][C:9](=[O:11])[NH:8][C:7]2[CH:12]=[CH:13][CH:14]=[CH:15][C:6]=2[N:5]=1)[CH3:2].Br[CH2:17][C:18]([N:20]([CH:27]([CH3:29])[CH3:28])[C:21]1[CH:26]=[CH:25][CH:24]=[CH:23][CH:22]=1)=[O:19]. (6) Given the product [CH3:6][C:7]1[CH:8]=[C:9]([NH:13][C:14]2[S:15][C:16]([CH2:25][N:36]3[CH2:41][CH2:40][O:39][CH2:38][CH2:37]3)=[C:17]([C:19]3[CH:20]=[CH:21][N:22]=[CH:23][CH:24]=3)[N:18]=2)[CH:10]=[CH:11][CH:12]=1, predict the reactants needed to synthesize it. The reactants are: CS(Cl)(=O)=O.[CH3:6][C:7]1[CH:8]=[C:9]([NH:13][C:14]2[S:15][C:16]([CH2:25]O)=[C:17]([C:19]3[CH:24]=[CH:23][N:22]=[CH:21][CH:20]=3)[N:18]=2)[CH:10]=[CH:11][CH:12]=1.CCN(C(C)C)C(C)C.[NH:36]1[CH2:41][CH2:40][O:39][CH2:38][CH2:37]1. (7) Given the product [CH3:30][C:31]1[CH:32]=[CH:33][C:34]([C:37]2[N:41]([C:42]3[CH:43]=[N:44][CH:45]=[CH:46][CH:47]=3)[N:40]=[C:39]([C:48]([N:26]3[CH2:27][CH2:28][NH:23][C:24](=[O:29])[CH2:25]3)=[O:49])[CH:38]=2)=[N:35][CH:36]=1, predict the reactants needed to synthesize it. The reactants are: ON1C2C=CC=CC=2N=N1.Cl.CN(C)CCCN=C=NCC.[NH:23]1[CH2:28][CH2:27][NH:26][CH2:25][C:24]1=[O:29].[CH3:30][C:31]1[CH:32]=[CH:33][C:34]([C:37]2[N:41]([C:42]3[CH:43]=[N:44][CH:45]=[CH:46][CH:47]=3)[N:40]=[C:39]([C:48](O)=[O:49])[CH:38]=2)=[N:35][CH:36]=1.